The task is: Regression. Given a peptide amino acid sequence and an MHC pseudo amino acid sequence, predict their binding affinity value. This is MHC class I binding data.. This data is from Peptide-MHC class I binding affinity with 185,985 pairs from IEDB/IMGT. (1) The peptide sequence is KRWLLISL. The MHC is H-2-Kb with pseudo-sequence H-2-Kb. The binding affinity (normalized) is 0.337. (2) The peptide sequence is TWEAWWTEYW. The MHC is HLA-A02:01 with pseudo-sequence HLA-A02:01. The binding affinity (normalized) is 0.111. (3) The peptide sequence is QPYPQPQPF. The MHC is HLA-B51:01 with pseudo-sequence HLA-B51:01. The binding affinity (normalized) is 0.453. (4) The peptide sequence is ALAAAGAAY. The MHC is HLA-B15:01 with pseudo-sequence HLA-B15:01. The binding affinity (normalized) is 0.555. (5) The peptide sequence is RISGVDRYY. The MHC is Mamu-A2601 with pseudo-sequence Mamu-A2601. The binding affinity (normalized) is 0.